This data is from Full USPTO retrosynthesis dataset with 1.9M reactions from patents (1976-2016). The task is: Predict the reactants needed to synthesize the given product. Given the product [NH2:43][CH2:44][C:45]#[C:46][C:47]1[CH:48]=[C:49]([NH:53][C:54]2[N:55]=[CH:56][C:57]3[CH2:63][C:62](=[O:64])[NH:61][C:60]4[CH:65]=[C:66]([Cl:69])[CH:67]=[CH:68][C:59]=4[C:58]=3[N:70]=2)[CH:50]=[CH:51][CH:52]=1, predict the reactants needed to synthesize it. The reactants are: ClC1C=CC2C3N=C(NC4C=CC=C(I)C=4)N=CC=3CC(=O)NC=2C=1.C(NC(=O)OC(C)(C)C)C#C.C(OC(=O)[NH:43][CH2:44][C:45]#[C:46][C:47]1[CH:52]=[CH:51][CH:50]=[C:49]([NH:53][C:54]2[N:55]=[CH:56][C:57]3[CH2:63][C:62](=[O:64])[NH:61][C:60]4[CH:65]=[C:66]([Cl:69])[CH:67]=[CH:68][C:59]=4[C:58]=3[N:70]=2)[CH:48]=1)(C)(C)C.